This data is from CYP2D6 inhibition data for predicting drug metabolism from PubChem BioAssay. The task is: Regression/Classification. Given a drug SMILES string, predict its absorption, distribution, metabolism, or excretion properties. Task type varies by dataset: regression for continuous measurements (e.g., permeability, clearance, half-life) or binary classification for categorical outcomes (e.g., BBB penetration, CYP inhibition). Dataset: cyp2d6_veith. (1) The compound is N#Cc1cc([N+](=O)[O-])cnc1NCC(O)CO. The result is 0 (non-inhibitor). (2) The molecule is COC(=O)C(O)(c1c(C)[nH]c2ccccc12)C(F)(F)F. The result is 0 (non-inhibitor). (3) The drug is COC(=O)c1cc(-c2ccccc2)sc1NC(=O)CN1C(=O)c2ccccc2C1=O. The result is 0 (non-inhibitor). (4) The molecule is C=CCN1C(=O)c2ccccc2Sc2ccc(C(=O)N3CCC4(CC3)OCCO4)cc21. The result is 0 (non-inhibitor). (5) The compound is O=C1CCCC=C1[C@H](O)c1ccc([N+](=O)[O-])cc1. The result is 0 (non-inhibitor). (6) The drug is CC(=O)N1CCC2(CC1)CN(Cc1cc(C(F)(F)F)cc(C(F)(F)F)c1)C2. The result is 0 (non-inhibitor).